From a dataset of Full USPTO retrosynthesis dataset with 1.9M reactions from patents (1976-2016). Predict the reactants needed to synthesize the given product. (1) The reactants are: C(=O)([O-])[O-].[K+].[K+].[NH:7]1[CH:11]=[CH:10][N:9]=[CH:8]1.CN(C=O)C.[F:17][C:18]1[CH:19]=[C:20]([CH:23]=[CH:24][C:25]=1F)[CH:21]=[O:22]. Given the product [F:17][C:18]1[CH:19]=[C:20]([CH:23]=[CH:24][C:25]=1[N:7]1[CH:11]=[CH:10][N:9]=[CH:8]1)[CH:21]=[O:22], predict the reactants needed to synthesize it. (2) Given the product [CH3:1][C:2]1[CH:11]=[CH:10][CH:9]=[C:8]2[C:3]=1[CH2:4][CH2:5][CH2:6][C@H:7]2[N:12]1[CH2:17][CH2:16][CH:15]([NH:25][C:20]2[C:19]([NH2:26])=[CH:24][CH:23]=[CH:22][CH:21]=2)[CH2:14][CH2:13]1, predict the reactants needed to synthesize it. The reactants are: [CH3:1][C:2]1[CH:11]=[CH:10][CH:9]=[C:8]2[C:3]=1[CH2:4][CH2:5][CH2:6][C@H:7]2[N:12]1[CH2:17][CH2:16][C:15](=O)[CH2:14][CH2:13]1.[C:19]1([NH2:26])[CH:24]=[CH:23][CH:22]=[CH:21][C:20]=1[NH2:25].C(O[BH-](OC(=O)C)OC(=O)C)(=O)C.[Na+].C(=O)([O-])O.[Na+]. (3) Given the product [Cl:14][C:15]1[CH:20]=[CH:19][C:18]([CH2:21][C:22]2[C:31]3[C:26](=[CH:27][CH:28]=[CH:29][CH:30]=3)[C:25](=[O:32])[N:24]([CH2:33][C@H:34]3[CH2:38][CH2:37][CH2:36][N:35]3[CH2:6][CH:7]3[CH2:12][CH2:11][CH2:10][NH:9][C:8]3=[O:13])[N:23]=2)=[CH:17][CH:16]=1, predict the reactants needed to synthesize it. The reactants are: CS(O[CH2:6][CH:7]1[CH2:12][CH2:11][CH2:10][NH:9][C:8]1=[O:13])(=O)=O.[Cl:14][C:15]1[CH:20]=[CH:19][C:18]([CH2:21][C:22]2[C:31]3[C:26](=[CH:27][CH:28]=[CH:29][CH:30]=3)[C:25](=[O:32])[N:24]([CH2:33][C@H:34]3[CH2:38][CH2:37][CH2:36][NH:35]3)[N:23]=2)=[CH:17][CH:16]=1.[I-].[Na+].C(=O)(O)[O-].[Na+].C=C1CCCNC1=O. (4) Given the product [C:1]([O:5][C:6]([N:8]1[CH2:13][CH2:12][CH2:11][CH:10]([CH2:14][CH2:15][CH2:16][C:18]2[CH:23]=[CH:22][C:21]([F:24])=[CH:20][CH:19]=2)[CH2:9]1)=[O:7])([CH3:4])([CH3:3])[CH3:2], predict the reactants needed to synthesize it. The reactants are: [C:1]([O:5][C:6]([N:8]1[CH2:13][CH2:12][CH2:11][CH:10]([CH2:14][CH:15]=[CH2:16])[CH2:9]1)=[O:7])([CH3:4])([CH3:3])[CH3:2].Br[C:18]1[CH:23]=[CH:22][C:21]([F:24])=[CH:20][CH:19]=1.C(=O)([O-])[O-].[K+].[K+]. (5) Given the product [CH3:1][O:2][CH:3]([O:20][CH3:21])[CH:4]1[CH2:9][CH2:8][N:7]([C:10]2[CH:19]=[CH:18][C:13]([C:14]([OH:16])=[O:15])=[CH:12][CH:11]=2)[CH2:6][CH2:5]1, predict the reactants needed to synthesize it. The reactants are: [CH3:1][O:2][CH:3]([O:20][CH3:21])[CH:4]1[CH2:9][CH2:8][N:7]([C:10]2[CH:19]=[CH:18][C:13]([C:14]([O:16]C)=[O:15])=[CH:12][CH:11]=2)[CH2:6][CH2:5]1.Cl.